From a dataset of Forward reaction prediction with 1.9M reactions from USPTO patents (1976-2016). Predict the product of the given reaction. (1) Given the reactants [NH2:1][C:2]1[CH:3]=[C:4]([CH:21]=[CH:22][C:23]=1[F:24])[O:5][C:6]1[CH:7]=[CH:8][C:9]2[N:10]([CH:12]=[C:13]([NH:15][C:16]([CH:18]3[CH2:20][CH2:19]3)=[O:17])[N:14]=2)[N:11]=1.[CH3:25][N:26]1[C:30]([CH3:31])=[CH:29][C:28]([C:32](O)=[O:33])=[N:27]1.Cl.C(N=C=NCCCN(C)C)C.ON1C2C=CC=CC=2N=N1.C(N(CC)CC)C, predict the reaction product. The product is: [CH:18]1([C:16]([NH:15][C:13]2[N:14]=[C:9]3[CH:8]=[CH:7][C:6]([O:5][C:4]4[CH:21]=[CH:22][C:23]([F:24])=[C:2]([NH:1][C:32]([C:28]5[CH:29]=[C:30]([CH3:31])[N:26]([CH3:25])[N:27]=5)=[O:33])[CH:3]=4)=[N:11][N:10]3[CH:12]=2)=[O:17])[CH2:20][CH2:19]1. (2) The product is: [CH2:16]([O:15][C:13](=[O:14])[NH:11][C@@H:6]1[CH2:5][C:4]2[C:8](=[CH:9][CH:10]=[C:2]([Br:1])[CH:3]=2)[CH2:7]1)[C:17]1[CH:22]=[CH:21][CH:20]=[CH:19][CH:18]=1. Given the reactants [Br:1][C:2]1[CH:3]=[C:4]2[C:8](=[CH:9][CH:10]=1)[CH2:7][C@H:6]([NH2:11])[CH2:5]2.Cl[C:13]([O:15][CH2:16][C:17]1[CH:22]=[CH:21][CH:20]=[CH:19][CH:18]=1)=[O:14], predict the reaction product. (3) Given the reactants [C:1]([O:5][C:6]([N:8]1[CH2:23][C@@H:22]([CH3:24])[N:11]2[C:12]3[CH:13]=[C:14]([C:19]([OH:21])=O)[CH:15]=[CH:16][C:17]=3[CH2:18][C@@H:10]2[CH2:9]1)=[O:7])([CH3:4])([CH3:3])[CH3:2].[CH2:25]([NH2:29])[CH2:26][CH2:27][CH3:28].C(N1CCOCC1)C.F[P-](F)(F)(F)(F)F.N1(O[P+](N(C)C)(N(C)C)N(C)C)C2C=CC=CC=2N=N1.Cl, predict the reaction product. The product is: [C:1]([O:5][C:6]([N:8]1[CH2:23][C@@H:22]([CH3:24])[N:11]2[C:12]3[CH:13]=[C:14]([C:19](=[O:21])[NH:29][CH2:25][CH2:26][CH2:27][CH3:28])[CH:15]=[CH:16][C:17]=3[CH2:18][C@@H:10]2[CH2:9]1)=[O:7])([CH3:2])([CH3:4])[CH3:3]. (4) Given the reactants Cl.[C:2]1([C@H:12]([NH:14][C@H:15]2[CH2:19][CH2:18][N:17]([C:20]3[CH:28]=[CH:27][C:23]([C:24](O)=[O:25])=[CH:22][CH:21]=3)[CH2:16]2)[CH3:13])[C:11]2[C:6](=[CH:7][CH:8]=[CH:9][CH:10]=2)[CH:5]=[CH:4][CH:3]=1.Cl.[CH3:30][O:31][C:32](=[O:36])[C@H:33]([CH3:35])[NH2:34].ON1C2C=CC=CC=2N=N1.C(N(CC)CC)C, predict the reaction product. The product is: [CH3:30][O:31][C:32]([C@@H:33]([NH:34][C:24](=[O:25])[C:23]1[CH:27]=[CH:28][C:20]([N:17]2[CH2:18][CH2:19][C@H:15]([NH:14][C@@H:12]([C:2]3[C:11]4[C:6](=[CH:7][CH:8]=[CH:9][CH:10]=4)[CH:5]=[CH:4][CH:3]=3)[CH3:13])[CH2:16]2)=[CH:21][CH:22]=1)[CH3:35])=[O:36]. (5) Given the reactants [CH3:1][CH2:2][C:3](=[O:6])[CH2:4][CH3:5].[C:7]1([Mg]Br)[CH:12]=[CH:11][CH:10]=[CH:9][CH:8]=1.[Cl-].[NH4+], predict the reaction product. The product is: [C:7]1([C:3]([OH:6])([CH2:4][CH3:5])[CH2:2][CH3:1])[CH:12]=[CH:11][CH:10]=[CH:9][CH:8]=1. (6) The product is: [CH2:39]([S:41][C:42]1[C:50]([O:1][C@H:2]2[CH2:3][CH2:4][C@H:5]([N:8]3[C:9](=[O:18])[C:10]4[C:15](=[CH:14][CH:13]=[CH:12][CH:11]=4)[C:16]3=[O:17])[CH2:6][CH2:7]2)=[CH:49][CH:48]=[C:47]2[C:43]=1[CH:44]=[N:45][NH:46]2)[CH3:40]. Given the reactants [OH:1][C@@H:2]1[CH2:7][CH2:6][C@H:5]([N:8]2[C:16](=[O:17])[C:15]3[C:10](=[CH:11][CH:12]=[CH:13][CH:14]=3)[C:9]2=[O:18])[CH2:4][CH2:3]1.Cl.N1CCCC(OC2C(SC)=C3C(=CC=2)NN=C3)CC1.[CH2:39]([S:41][C:42]1[C:50](O)=[CH:49][CH:48]=[C:47]2[C:43]=1[CH:44]=[N:45][NH:46]2)[CH3:40], predict the reaction product. (7) Given the reactants [CH:1]1[C:2]([C:10]([O:12][CH2:13][CH3:14])=[O:11])=[CH:3][N:4]2[C:9]=1[CH:8]=[CH:7][CH:6]=[CH:5]2.F[B-](F)(F)F.C1(P(C2CCCC2)C2CCCC2)CCCC1.C([O-])([O-])=O.[Cs+].[Cs+].Br[C:43]1[CH:48]=[CH:47][CH:46]=[C:45]([F:49])[CH:44]=1, predict the reaction product. The product is: [F:49][C:45]1[CH:44]=[C:43]([C:3]2[N:4]3[C:9]([CH:8]=[CH:7][CH:6]=[CH:5]3)=[CH:1][C:2]=2[C:10]([O:12][CH2:13][CH3:14])=[O:11])[CH:48]=[CH:47][CH:46]=1. (8) Given the reactants [C:1]1([OH:7])[CH:6]=[CH:5][CH:4]=[CH:3][CH:2]=1.Cl[C:9]([CH3:17])([CH2:11][C:12](Cl)(C)[CH2:13][CH3:14])[CH3:10].[Cl-].[Al+3].[Cl-].[Cl-].Cl[CH2:23]Cl, predict the reaction product. The product is: [CH3:17][C:9]1([CH3:10])[CH2:11][CH2:12][C:13]([CH3:14])([CH3:23])[C:5]2[CH:6]=[C:1]([OH:7])[CH:2]=[CH:3][C:4]1=2. (9) The product is: [Cl:6][C:7]1[CH:8]=[CH:9][C:10]([N:46]2[CH:50]=[N:49][N:48]=[N:47]2)=[C:11]([C:13]2[CH:18]=[CH:17][N:16]([C@H:19]([C:28]3[NH:32][C:31]4[CH:33]=[CH:34][C:35]([P:37](=[O:38])([OH:44])[OH:41])=[CH:36][C:30]=4[N:29]=3)[CH2:20][C:21]3[CH:26]=[CH:25][C:24]([F:27])=[CH:23][CH:22]=3)[C:15](=[O:45])[CH:14]=2)[CH:12]=1. Given the reactants Br[Si](C)(C)C.[Cl:6][C:7]1[CH:8]=[CH:9][C:10]([N:46]2[CH:50]=[N:49][N:48]=[N:47]2)=[C:11]([C:13]2[CH:18]=[CH:17][N:16]([C@H:19]([C:28]3[NH:32][C:31]4[CH:33]=[CH:34][C:35]([P:37](=[O:44])([O:41]CC)[O:38]CC)=[CH:36][C:30]=4[N:29]=3)[CH2:20][C:21]3[CH:26]=[CH:25][C:24]([F:27])=[CH:23][CH:22]=3)[C:15](=[O:45])[CH:14]=2)[CH:12]=1, predict the reaction product. (10) Given the reactants [CH3:1][C:2]([C:5]1[C:10]([C:11]2[CH:16]=[C:15]([O:17][CH3:18])[CH:14]=[CH:13][C:12]=2[F:19])=[CH:9][C:8]([CH2:20][O:21][C:22]2[CH:27]=[CH:26][C:25]([C@H:28](/[CH:34]=[CH:35]\[CH2:36][CH3:37])[CH2:29][C:30]([O:32]C)=[O:31])=[CH:24][CH:23]=2)=[CH:7][CH:6]=1)([CH3:4])[CH3:3].C1COCC1.CCO.[OH-].[Na+], predict the reaction product. The product is: [CH3:4][C:2]([C:5]1[C:10]([C:11]2[CH:16]=[C:15]([O:17][CH3:18])[CH:14]=[CH:13][C:12]=2[F:19])=[CH:9][C:8]([CH2:20][O:21][C:22]2[CH:23]=[CH:24][C:25]([C@H:28](/[CH:34]=[CH:35]\[CH2:36][CH3:37])[CH2:29][C:30]([OH:32])=[O:31])=[CH:26][CH:27]=2)=[CH:7][CH:6]=1)([CH3:1])[CH3:3].